Dataset: NCI-60 drug combinations with 297,098 pairs across 59 cell lines. Task: Regression. Given two drug SMILES strings and cell line genomic features, predict the synergy score measuring deviation from expected non-interaction effect. (1) Drug 1: CC1C(C(CC(O1)OC2CC(CC3=C2C(=C4C(=C3O)C(=O)C5=C(C4=O)C(=CC=C5)OC)O)(C(=O)CO)O)N)O.Cl. Drug 2: C1=CC(=CC=C1CCCC(=O)O)N(CCCl)CCCl. Cell line: PC-3. Synergy scores: CSS=3.69, Synergy_ZIP=-2.75, Synergy_Bliss=-3.23, Synergy_Loewe=-1.49, Synergy_HSA=-1.36. (2) Drug 1: CS(=O)(=O)OCCCCOS(=O)(=O)C. Drug 2: C(CCl)NC(=O)N(CCCl)N=O. Cell line: U251. Synergy scores: CSS=31.1, Synergy_ZIP=-1.75, Synergy_Bliss=10.0, Synergy_Loewe=-1.93, Synergy_HSA=3.64. (3) Drug 1: CCC1=CC2CC(C3=C(CN(C2)C1)C4=CC=CC=C4N3)(C5=C(C=C6C(=C5)C78CCN9C7C(C=CC9)(C(C(C8N6C)(C(=O)OC)O)OC(=O)C)CC)OC)C(=O)OC.C(C(C(=O)O)O)(C(=O)O)O. Drug 2: CC12CCC3C(C1CCC2OP(=O)(O)O)CCC4=C3C=CC(=C4)OC(=O)N(CCCl)CCCl.[Na+]. Cell line: BT-549. Synergy scores: CSS=60.4, Synergy_ZIP=2.82, Synergy_Bliss=3.29, Synergy_Loewe=-12.8, Synergy_HSA=4.72. (4) Drug 1: CCCS(=O)(=O)NC1=C(C(=C(C=C1)F)C(=O)C2=CNC3=C2C=C(C=N3)C4=CC=C(C=C4)Cl)F. Synergy scores: CSS=-5.88, Synergy_ZIP=2.10, Synergy_Bliss=0.715, Synergy_Loewe=-4.35, Synergy_HSA=-2.87. Drug 2: CN1C(=O)N2C=NC(=C2N=N1)C(=O)N. Cell line: BT-549. (5) Cell line: SK-MEL-28. Drug 1: C1=CC(=C2C(=C1NCCNCCO)C(=O)C3=C(C=CC(=C3C2=O)O)O)NCCNCCO. Synergy scores: CSS=38.2, Synergy_ZIP=2.30, Synergy_Bliss=2.55, Synergy_Loewe=-38.9, Synergy_HSA=0.212. Drug 2: COC1=C2C(=CC3=C1OC=C3)C=CC(=O)O2. (6) Drug 1: CS(=O)(=O)CCNCC1=CC=C(O1)C2=CC3=C(C=C2)N=CN=C3NC4=CC(=C(C=C4)OCC5=CC(=CC=C5)F)Cl. Drug 2: COCCOC1=C(C=C2C(=C1)C(=NC=N2)NC3=CC=CC(=C3)C#C)OCCOC.Cl. Cell line: RXF 393. Synergy scores: CSS=-6.53, Synergy_ZIP=5.89, Synergy_Bliss=2.68, Synergy_Loewe=-9.60, Synergy_HSA=-9.82. (7) Drug 1: CS(=O)(=O)C1=CC(=C(C=C1)C(=O)NC2=CC(=C(C=C2)Cl)C3=CC=CC=N3)Cl. Drug 2: CN(C)C1=NC(=NC(=N1)N(C)C)N(C)C. Cell line: SN12C. Synergy scores: CSS=2.36, Synergy_ZIP=2.03, Synergy_Bliss=4.57, Synergy_Loewe=2.83, Synergy_HSA=3.19. (8) Drug 1: CN1CCC(CC1)COC2=C(C=C3C(=C2)N=CN=C3NC4=C(C=C(C=C4)Br)F)OC. Cell line: UO-31. Synergy scores: CSS=45.2, Synergy_ZIP=-1.31, Synergy_Bliss=4.61, Synergy_Loewe=9.28, Synergy_HSA=10.6. Drug 2: CCC1=C2CN3C(=CC4=C(C3=O)COC(=O)C4(CC)O)C2=NC5=C1C=C(C=C5)O. (9) Drug 1: CN1CCC(CC1)COC2=C(C=C3C(=C2)N=CN=C3NC4=C(C=C(C=C4)Br)F)OC. Drug 2: C1CC(=O)NC(=O)C1N2CC3=C(C2=O)C=CC=C3N. Cell line: NCIH23. Synergy scores: CSS=10.3, Synergy_ZIP=-2.71, Synergy_Bliss=-0.0499, Synergy_Loewe=-0.800, Synergy_HSA=0.392.